This data is from Reaction yield outcomes from USPTO patents with 853,638 reactions. The task is: Predict the reaction yield, written as a fraction of the theoretical maximum amount of product (1.0 means a 100% yield; for example, 0.34 means a 34% yield). The reactants are Cl[C:2]1[O:3][CH:4]=[C:5]([C:7]([N:9]2[CH2:14][CH2:13][N:12]([C:15]([O:17][C:18]([CH3:21])([CH3:20])[CH3:19])=[O:16])[CH2:11][CH:10]2[CH2:22][O:23][C:24]2[CH:25]=[N:26][CH:27]=[CH:28][CH:29]=2)=[O:8])[N:6]=1.[NH2:30][C:31]1[CH:36]=[CH:35][CH:34]=[CH:33][CH:32]=1.C(=O)([O-])[O-].[K+].[K+]. The catalyst is C1COCC1. The product is [C:31]1([NH:30][C:2]2[O:3][CH:4]=[C:5]([C:7]([N:9]3[CH2:14][CH2:13][N:12]([C:15]([O:17][C:18]([CH3:21])([CH3:20])[CH3:19])=[O:16])[CH2:11][CH:10]3[CH2:22][O:23][C:24]3[CH:25]=[N:26][CH:27]=[CH:28][CH:29]=3)=[O:8])[N:6]=2)[CH:36]=[CH:35][CH:34]=[CH:33][CH:32]=1. The yield is 0.400.